Task: Predict the product of the given reaction.. Dataset: Forward reaction prediction with 1.9M reactions from USPTO patents (1976-2016) (1) The product is: [C:25]([C:27]1[CH:28]=[C:29]2[C:33](=[CH:34][CH:35]=1)[N:32]([S:36]([C:39]1[CH:44]=[CH:43][C:42]([O:45][CH3:46])=[CH:41][C:40]=1[O:47][CH3:48])(=[O:37])=[O:38])[C:31](=[O:49])[C:30]2([NH:59][C:60]([N:23]1[CH2:22][C:20]2([CH2:21][N:18]([CH:15]3[CH2:14][CH2:13][N:12]([CH3:11])[CH2:17][CH2:16]3)[CH2:19]2)[CH2:24]1)=[O:61])[C:50]1[C:51]([O:56][CH2:57][CH3:58])=[N:52][CH:53]=[CH:54][CH:55]=1)#[N:26]. Given the reactants C(N(CC)CC)C.Cl.Cl.Cl.[CH3:11][N:12]1[CH2:17][CH2:16][CH:15]([N:18]2[CH2:21][C:20]3([CH2:24][NH:23][CH2:22]3)[CH2:19]2)[CH2:14][CH2:13]1.[C:25]([C:27]1[CH:28]=[C:29]2[C:33](=[CH:34][CH:35]=1)[N:32]([S:36]([C:39]1[CH:44]=[CH:43][C:42]([O:45][CH3:46])=[CH:41][C:40]=1[O:47][CH3:48])(=[O:38])=[O:37])[C:31](=[O:49])[C:30]2([NH:59][C:60](=O)[O:61]C1C=CC=CC=1)[C:50]1[C:51]([O:56][CH2:57][CH3:58])=[N:52][CH:53]=[CH:54][CH:55]=1)#[N:26].C([O-])([O-])=O.[K+].[K+], predict the reaction product. (2) Given the reactants [NH2:1][C:2]1[CH:7]=[CH:6][C:5]([OH:8])=[C:4]([F:9])[CH:3]=1.CC(C)([O-])C.[K+].Cl[C:17]1[CH:22]=[CH:21][N:20]=[C:19]([C:23]([NH2:25])=[O:24])[CH:18]=1.[OH-].[Na+], predict the reaction product. The product is: [NH2:1][C:2]1[CH:7]=[CH:6][C:5]([O:8][C:17]2[CH:22]=[CH:21][N:20]=[C:19]([C:23]([NH2:25])=[O:24])[CH:18]=2)=[C:4]([F:9])[CH:3]=1. (3) Given the reactants [CH3:1][O:2][C:3]1[CH:4]=[CH:5][C:6]2[N:11]=[CH:10][C:9](=[O:12])[N:8]([CH2:13][CH:14]=O)[C:7]=2[N:16]=1.[NH:17]1[CH2:22][CH2:21][CH:20]([NH:23][C:24](=[O:30])[O:25][C:26]([CH3:29])([CH3:28])[CH3:27])[CH2:19][CH2:18]1.C(O[BH-](OC(=O)C)OC(=O)C)(=O)C.[Na+].C(=O)([O-])O.[Na+], predict the reaction product. The product is: [CH3:1][O:2][C:3]1[CH:4]=[CH:5][C:6]2[N:11]=[CH:10][C:9](=[O:12])[N:8]([CH2:13][CH2:14][N:17]3[CH2:18][CH2:19][CH:20]([NH:23][C:24](=[O:30])[O:25][C:26]([CH3:28])([CH3:27])[CH3:29])[CH2:21][CH2:22]3)[C:7]=2[N:16]=1.